Dataset: Forward reaction prediction with 1.9M reactions from USPTO patents (1976-2016). Task: Predict the product of the given reaction. (1) Given the reactants [CH3:1][O:2][CH2:3][C:4](=O)[CH2:5][C:6]([O:8][CH3:9])=[O:7].[F:11][C:12]1[CH:19]=[CH:18][C:15]([CH:16]=O)=[CH:14][CH:13]=1.[NH2:20][C:21]([NH2:23])=[O:22].[O-]S(C(F)(F)F)(=O)=O.[Yb+3].[O-]S(C(F)(F)F)(=O)=O.[O-]S(C(F)(F)F)(=O)=O, predict the reaction product. The product is: [F:11][C:12]1[CH:19]=[CH:18][C:15]([CH:16]2[C:5]([C:6]([O:8][CH3:9])=[O:7])=[C:4]([CH2:3][O:2][CH3:1])[NH:23][C:21](=[O:22])[NH:20]2)=[CH:14][CH:13]=1. (2) Given the reactants [CH:1]1[CH:2]=[CH:3][C:4]2[S:15][C:14]3[CH:13]=[CH:12][CH:11]=[CH:10][C:9]=3[N:8]=[C:7]([N:16]3[CH2:21][CH2:20][N:19]([CH2:22][CH2:23][O:24][CH2:25][CH2:26][OH:27])[CH2:18][CH2:17]3)[C:5]=2[CH:6]=1.C(/C(O)=O)=C\C(O)=O.O.N.[ClH:38].C(O)(C)C, predict the reaction product. The product is: [CH:1]1[CH:2]=[CH:3][C:4]2[S:15][C:14]3[CH:13]=[CH:12][CH:11]=[CH:10][C:9]=3[N:8]=[C:7]([N:16]3[CH2:21][CH2:20][N:19]([CH2:22][CH2:23][O:24][CH2:25][CH2:26][OH:27])[CH2:18][CH2:17]3)[C:5]=2[CH:6]=1.[ClH:38].